From a dataset of Peptide-MHC class I binding affinity with 185,985 pairs from IEDB/IMGT. Regression. Given a peptide amino acid sequence and an MHC pseudo amino acid sequence, predict their binding affinity value. This is MHC class I binding data. (1) The peptide sequence is YMLMGFQLK. The MHC is HLA-A02:03 with pseudo-sequence HLA-A02:03. The binding affinity (normalized) is 0.0847. (2) The peptide sequence is LSASVFYRG. The MHC is HLA-B15:01 with pseudo-sequence HLA-B15:01. The binding affinity (normalized) is 0.474. (3) The peptide sequence is WRQWIPAGI. The MHC is HLA-A02:03 with pseudo-sequence HLA-A02:03. The binding affinity (normalized) is 0.0847. (4) The peptide sequence is LSPGMMMGMF. The MHC is Mamu-A01 with pseudo-sequence Mamu-A01. The binding affinity (normalized) is 1.00. (5) The peptide sequence is EMLGSVVGNW. The MHC is Mamu-B17 with pseudo-sequence Mamu-B17. The binding affinity (normalized) is 0.431. (6) The peptide sequence is GSDKQVVGQ. The MHC is HLA-B08:01 with pseudo-sequence HLA-B08:01. The binding affinity (normalized) is 0.0847.